Dataset: Catalyst prediction with 721,799 reactions and 888 catalyst types from USPTO. Task: Predict which catalyst facilitates the given reaction. (1) Reactant: C[O:2][C:3]([C:5]1[N:6]([CH3:25])[N:7]=[C:8]([C:10]2[CH:15]=[CH:14][CH:13]=[CH:12][C:11]=2[C:16]2[O:20][C:19]3[CH:21]=[CH:22][CH:23]=[CH:24][C:18]=3[CH:17]=2)[CH:9]=1)=[O:4].[OH-].[Na+]. Product: [O:20]1[C:19]2[CH:21]=[CH:22][CH:23]=[CH:24][C:18]=2[CH:17]=[C:16]1[C:11]1[CH:12]=[CH:13][CH:14]=[CH:15][C:10]=1[C:8]1[CH:9]=[C:5]([C:3]([OH:4])=[O:2])[N:6]([CH3:25])[N:7]=1. The catalyst class is: 58. (2) Reactant: [Cl-].[C:2]([C:5]1[CH:6]=[C:7]2[C:11](=[CH:12][CH:13]=1)[NH+:10]=[C:9]([CH3:14])[C:8]2([CH3:16])[CH3:15])([OH:4])=[O:3].[CH3:17][N:18]([CH3:29])[C:19]1[CH:28]=[CH:27][C:22]([CH:23]=[CH:24][CH:25]=O)=[CH:21][CH:20]=1. Product: [CH3:17][N:18]([CH3:29])[C:19]1[CH:28]=[CH:27][C:22]([C:23]2[CH:24]=[CH:25][N+:10]3[C:11]4[C:7]([C:8]([CH3:16])([CH3:15])[C:9]=3[CH:14]=2)=[CH:6][C:5]([C:2]([O-:4])=[O:3])=[CH:13][CH:12]=4)=[CH:21][CH:20]=1. The catalyst class is: 10. (3) Reactant: C[O:2][C:3]([C@@H:5]1[CH2:9][CH2:8][CH2:7][C@H:6]1[C:10](=[O:29])[NH:11][C:12]1[S:13][CH:14]=[C:15]([C:17]2[CH:22]=[CH:21][C:20]([C:23](=[O:28])[NH:24][CH:25]3[CH2:27][CH2:26]3)=[CH:19][CH:18]=2)[N:16]=1)=[O:4].[Li+].[OH-].CC(O)=O. Product: [CH:25]1([NH:24][C:23]([C:20]2[CH:21]=[CH:22][C:17]([C:15]3[N:16]=[C:12]([NH:11][C:10]([C@@H:6]4[CH2:7][CH2:8][CH2:9][C@H:5]4[C:3]([OH:4])=[O:2])=[O:29])[S:13][CH:14]=3)=[CH:18][CH:19]=2)=[O:28])[CH2:26][CH2:27]1. The catalyst class is: 87. (4) Reactant: [NH:1]1[C:5]2[CH:6]=[CH:7][C:8]([NH2:10])=[CH:9][C:4]=2[N:3]=[N:2]1.[H-].[Na+].Cl[CH2:14][O:15][CH2:16][CH2:17][Si:18]([CH3:21])([CH3:20])[CH3:19]. Product: [CH3:19][Si:18]([CH3:21])([CH3:20])[CH2:17][CH2:16][O:15][CH2:14][N:1]1[C:5]2[CH:6]=[CH:7][C:8]([NH2:10])=[CH:9][C:4]=2[N:3]=[N:2]1. The catalyst class is: 9. (5) Reactant: [NH2:1][C:2]1[S:3][C:4]2[C:9]([N:10]=1)=[CH:8][CH:7]=[C:6]([O:11][C:12]1[C:13]([Cl:33])=[CH:14][C:15]([F:32])=[C:16]([NH:18][C:19](=[O:31])[C:20]3[CH:25]=[CH:24][CH:23]=[C:22]([C:26]([C:29]#[N:30])([CH3:28])[CH3:27])[CH:21]=3)[CH:17]=1)[N:5]=2.C([O:37][CH2:38][C:39](Cl)=[O:40])(=O)C.C(=O)([O-])[O-].[Na+].[Na+]. Product: [Cl:33][C:13]1[C:12]([O:11][C:6]2[N:5]=[C:4]3[S:3][C:2]([NH:1][C:38](=[O:37])[CH2:39][OH:40])=[N:10][C:9]3=[CH:8][CH:7]=2)=[CH:17][C:16]([NH:18][C:19](=[O:31])[C:20]2[CH:25]=[CH:24][CH:23]=[C:22]([C:26]([C:29]#[N:30])([CH3:28])[CH3:27])[CH:21]=2)=[C:15]([F:32])[CH:14]=1. The catalyst class is: 300. (6) Reactant: Cl.[C:2]([O:6][C:7](=[O:10])[CH2:8][NH2:9])([CH3:5])([CH3:4])[CH3:3].[C:11](O)(=[O:16])[CH2:12][CH2:13][CH2:14][CH3:15].ON1C2C=CC=CC=2N=N1. The catalyst class is: 39. Product: [C:2]([O:6][C:7](=[O:10])[CH2:8][NH:9][C:11](=[O:16])[CH2:12][CH2:13][CH2:14][CH3:15])([CH3:5])([CH3:4])[CH3:3]. (7) Reactant: [H-].[Na+].[NH:3]1[C:11]2[C:6](=[N:7][CH:8]=[CH:9][CH:10]=2)[CH:5]=[CH:4]1.[CH3:12][C:13]1[CH:18]=[CH:17][C:16]([S:19](Cl)(=[O:21])=[O:20])=[CH:15][CH:14]=1. Product: [CH3:12][C:13]1[CH:18]=[CH:17][C:16]([S:19]([N:3]2[C:11]3[C:6](=[N:7][CH:8]=[CH:9][CH:10]=3)[CH:5]=[CH:4]2)(=[O:21])=[O:20])=[CH:15][CH:14]=1. The catalyst class is: 1. (8) Reactant: Cl[C:2]1[CH:3]=[CH:4][C:5]([N+:10]([O-:12])=[O:11])=[C:6]([CH:9]=1)[CH2:7][OH:8].[F:13][C:14]([F:25])([F:24])[C:15]1[CH:20]=[CH:19][C:18](B(O)O)=[CH:17][CH:16]=1.C(=O)([O-])[O-].[K+].[K+]. Product: [N+:10]([C:5]1[CH:4]=[CH:3][C:2]([C:18]2[CH:19]=[CH:20][C:15]([C:14]([F:25])([F:24])[F:13])=[CH:16][CH:17]=2)=[CH:9][C:6]=1[CH2:7][OH:8])([O-:12])=[O:11]. The catalyst class is: 77.